Task: Predict the reaction yield, written as a fraction of the theoretical maximum amount of product (1.0 means a 100% yield; for example, 0.34 means a 34% yield).. Dataset: Reaction yield outcomes from USPTO patents with 853,638 reactions The catalyst is ClCCl. The product is [N+:1]([C:4]1[CH:11]=[CH:10][C:7]([CH2:8][N:18]2[CH2:23][CH2:22][O:21][CH2:20][CH2:19]2)=[CH:6][CH:5]=1)([O-:3])=[O:2]. The reactants are [N+:1]([C:4]1[CH:11]=[CH:10][C:7]([CH2:8]Br)=[CH:6][CH:5]=1)([O-:3])=[O:2].C(=O)([O-])[O-].[K+].[K+].[NH:18]1[CH2:23][CH2:22][O:21][CH2:20][CH2:19]1. The yield is 0.972.